This data is from Experimentally validated miRNA-target interactions with 360,000+ pairs, plus equal number of negative samples. The task is: Binary Classification. Given a miRNA mature sequence and a target amino acid sequence, predict their likelihood of interaction. (1) The miRNA is hsa-miR-221-5p with sequence ACCUGGCAUACAAUGUAGAUUU. The protein sequence of the target gene is MAEQEPTAEQLAQIAAENEEDEHSVNYKPPAQKSIQEIQELDKDDESLRKYKEALLGRVAVSADPNVPNVVVTGLTLVCSSAPGPLELDLTGDLESFKKQSFVLKEGVEYRIKISFRVNREIVSGMKYIQHTYRKGVKIDKTDYMVGSYGPRAEEYEFLTPVEEAPKGMLARGSYSIKSRFTDDDKTDHLSWEWNLTIKKDWKD. Result: 1 (interaction). (2) The miRNA is hsa-miR-124-3p with sequence UAAGGCACGCGGUGAAUGCCAA. The protein sequence of the target gene is MMAYSDTTMMSDDIDWLRSHRGVCKVDLYNPEGQQDQDRKVICFVDVSTLNVEDKDYKDAASSSSEGNLNLGSLEEKEIIVIKDTEKKDQSKTEGSVCLFKQAPSDPVSVLNWLLSDLQKYALGFQHALSPSTSTCKHKVGDTEGEYHRASSENCYSVYADQVNIDYLMNRPQNLRLEMTAAKNTNNNQSPSAPPAKPPSTQRAVISPDGECSIDDLSFYVNRLSSLVIQMAHKEIKEKLEGKSKCLHHSICPSPGNKERISPRTPASKIASEMAYEAVELTAAEMRGTGEESREGGQKS.... Result: 1 (interaction). (3) The miRNA is cel-miR-239b-5p with sequence UUUGUACUACACAAAAGUACUG. The protein sequence of the target gene is MRRLLEPCWWILFLKITSSVLHYVVCFPALTEGYVGTLQESRQDSSVQIRRRKASGDPYWAYSGAYGPEHWVTSSVSCGGSHQSPIDILDHHARVGDEYQELQLDGFDNESSNKTWMKNTGKTVAILLKDDYFVSGAGLPGRFKAEKVEFHWGHSNGSAGSEHSVNGRRFPVEMQIFFYNPDDFDSFQTAISENRIIGAMAIFFQVSPRDNSALDPIIHGLKGVVHHEKETFLDPFILRDLLPASLGSYYRYTGSLTTPPCSEIVEWIVFRRPVPISYHQLEAFYSIFTTEQQDHVKSVE.... Result: 0 (no interaction).